Task: Predict the product of the given reaction.. Dataset: Forward reaction prediction with 1.9M reactions from USPTO patents (1976-2016) (1) Given the reactants [N:1]([C:4]1[CH:5]=[C:6]([CH:10]=[CH:11][CH:12]=1)[C:7]([OH:9])=[O:8])=[N+:2]=[N-:3].NC1C(OC)=C(NS(C)(=O)=O)C=C(C(C)(C)C)C=1.[N:31]([C:34]1[CH:35]=[C:36]([CH:57]=[CH:58][C:59]=1C)[C:37]([NH:39][C:40]1[CH:45]=[C:44]([C:46]([CH3:49])([CH3:48])[CH3:47])[CH:43]=[C:42]([NH:50][S:51]([CH3:54])(=[O:53])=[O:52])[C:41]=1[O:55][CH3:56])=[O:38])=[N+:32]=[N-:33].NC1C=C(C=CC=1)C(O)=O.N(C1C=C(C=CC=1C)C(O)=O)=[N+]=[N-], predict the reaction product. The product is: [N:31]([C:34]1[CH:35]=[C:36]([CH:57]=[CH:58][CH:59]=1)[C:37]([NH:39][C:40]1[CH:45]=[C:44]([C:46]([CH3:47])([CH3:48])[CH3:49])[CH:43]=[C:42]([NH:50][S:51]([CH3:54])(=[O:52])=[O:53])[C:41]=1[O:55][CH3:56])=[O:38])=[N+:32]=[N-:33].[N:1]([C:4]1[CH:5]=[C:6]([CH:10]=[CH:11][CH:12]=1)[C:7]([OH:9])=[O:8])=[N+:2]=[N-:3]. (2) The product is: [CH2:1]([O:3][C:4](=[O:21])[CH:5]([N:6]([CH2:7][C:8]1[CH:9]=[CH:10][CH:11]=[CH:12][CH:13]=1)[CH2:14][C:15]1[CH:20]=[CH:19][CH:18]=[CH:17][CH:16]=1)[CH:30]([OH:33])[CH2:31][CH3:32])[CH3:2]. Given the reactants [CH2:1]([O:3][C:4](=[O:21])[CH2:5][N:6]([CH2:14][C:15]1[CH:20]=[CH:19][CH:18]=[CH:17][CH:16]=1)[CH2:7][C:8]1[CH:13]=[CH:12][CH:11]=[CH:10][CH:9]=1)[CH3:2].C([N-]C(C)C)(C)C.[Li+].[CH:30](=[O:33])[CH2:31][CH3:32].O, predict the reaction product. (3) Given the reactants F[C:2]1[N:7]=[C:6]([CH:8]2[CH2:12][CH2:11][N:10]([CH2:13][CH2:14][C:15]3[C:16]([N:21]4[CH2:26][CH2:25][CH2:24][CH2:23][C:22]4=[O:27])=[N:17][CH:18]=[CH:19][CH:20]=3)[CH2:9]2)[CH:5]=[CH:4][CH:3]=1.[F:28][C:29]([F:33])([F:32])[CH2:30][OH:31].CC([O-])(C)C.[K+].[Na+].[Cl-], predict the reaction product. The product is: [NH4+:7].[OH-:27].[F:28][C:29]([F:33])([F:32])[CH2:30][O:31][C:2]1[N:7]=[C:6]([CH:8]2[CH2:12][CH2:11][N:10]([CH2:13][CH2:14][C:15]3[C:16]([N:21]4[CH2:26][CH2:25][CH2:24][CH2:23][C:22]4=[O:27])=[N:17][CH:18]=[CH:19][CH:20]=3)[CH2:9]2)[CH:5]=[CH:4][CH:3]=1. (4) Given the reactants Br[C:2]1[C:11]([CH3:12])=[C:10]2[C:5]([C:6]([Cl:13])=[CH:7][CH:8]=[N:9]2)=[CH:4][CH:3]=1.CCN(C(C)C)C(C)C.CC1(C)C2C(=C(P(C3C=CC=CC=3)C3C=CC=CC=3)C=CC=2)OC2C(P(C3C=CC=CC=3)C3C=CC=CC=3)=CC=CC1=2.[CH2:65]([SH:72])[C:66]1[CH:71]=[CH:70][CH:69]=[CH:68][CH:67]=1, predict the reaction product. The product is: [CH2:65]([S:72][C:2]1[C:11]([CH3:12])=[C:10]2[C:5]([C:6]([Cl:13])=[CH:7][CH:8]=[N:9]2)=[CH:4][CH:3]=1)[C:66]1[CH:71]=[CH:70][CH:69]=[CH:68][CH:67]=1.